Dataset: Forward reaction prediction with 1.9M reactions from USPTO patents (1976-2016). Task: Predict the product of the given reaction. (1) Given the reactants [CH3:1][C:2]1[C@@H:19]([O:20][C:21]([C@H:23]([OH:39])[C@@H:24]([NH:31][C:32]([O:34][C:35]([CH3:38])([CH3:37])[CH3:36])=[O:33])[C:25]2[CH:26]=[CH:27][CH:28]=[CH:29][CH:30]=2)=[O:22])[CH2:18][C@:14]2([OH:40])[C:15]([CH3:17])([CH3:16])[C:3]=1[C@@H:4]([OH:58])[C:5]([C@@:7]1([CH3:57])[C@H:12]([C@@H:13]2[O:41][C:42]([C:44]2[CH:45]=[CH:46][CH:47]=[CH:48][CH:49]=2)=[O:43])[C@:11]2([O:52][C:53]([CH3:55])=[O:54])[CH2:50][O:51][C@@H:10]2[CH2:9][C@@H:8]1[OH:56])=[O:6].[CH2:59]([OH:70])[C@H:60]([C@H:62]([C@@H:64]([C@@H:66]([CH2:68][OH:69])[OH:67])[OH:65])[OH:63])[OH:61], predict the reaction product. The product is: [CH3:1][C:2]1[C@@H:19]([O:20][C:21]([C@H:23]([OH:39])[C@@H:24]([NH:31][C:32]([O:34][C:35]([CH3:36])([CH3:37])[CH3:38])=[O:33])[C:25]2[CH:26]=[CH:27][CH:28]=[CH:29][CH:30]=2)=[O:22])[CH2:18][C@:14]2([OH:40])[C:15]([CH3:16])([CH3:17])[C:3]=1[C@@H:4]([OH:58])[C:5]([C@@:7]1([CH3:57])[C@H:12]([C@@H:13]2[O:41][C:42]([C:44]2[CH:49]=[CH:48][CH:47]=[CH:46][CH:45]=2)=[O:43])[C@:11]2([O:52][C:53]([CH3:55])=[O:54])[CH2:50][O:51][C@@H:10]2[CH2:9][C@@H:8]1[OH:56])=[O:6].[CH2:68]([OH:69])[C@H:66]([C@H:64]([C@@H:62]([C@@H:60]([CH2:59][OH:70])[OH:61])[OH:63])[OH:65])[OH:67]. (2) Given the reactants [CH3:1][Si:2]([CH3:48])([CH3:47])[CH2:3][CH2:4][O:5][CH2:6][N:7]([CH2:39][O:40][CH2:41][CH2:42][Si:43]([CH3:46])([CH3:45])[CH3:44])[C:8]1[N:13]2[N:14]=[CH:15][C:16]([C:17]3[CH:18]=[N:19][C:20]4[C:25]([CH:26]=3)=[CH:24][CH:23]=[CH:22][CH:21]=4)=[C:12]2[N:11]=[C:10](C2CCC(CC(OCC)=O)CC2)[CH:9]=1.C[Si](C)(C)CCOCN(COCC[Si](C)(C)C)C1N2N=CC(I)=C2N=C([CH:66]2[CH2:71][CH2:70][CH2:69][CH:68]([CH2:72][C:73]([O:75][CH2:76][CH3:77])=[O:74])[CH2:67]2)C=1.C[Si](C)(C)CCOCN(COCC[Si](C)(C)C)C1N2N=CC(I)=C2N=C(C2CCC(CC(OCC)=O)CC2)C=1, predict the reaction product. The product is: [CH3:47][Si:2]([CH3:1])([CH3:48])[CH2:3][CH2:4][O:5][CH2:6][N:7]([CH2:39][O:40][CH2:41][CH2:42][Si:43]([CH3:44])([CH3:45])[CH3:46])[C:8]1[N:13]2[N:14]=[CH:15][C:16]([C:17]3[CH:18]=[N:19][C:20]4[C:25]([CH:26]=3)=[CH:24][CH:23]=[CH:22][CH:21]=4)=[C:12]2[N:11]=[C:10]([CH:70]2[CH2:71][CH2:66][CH2:67][CH:68]([CH2:72][C:73]([O:75][CH2:76][CH3:77])=[O:74])[CH2:69]2)[CH:9]=1.